The task is: Regression. Given two drug SMILES strings and cell line genomic features, predict the synergy score measuring deviation from expected non-interaction effect.. This data is from NCI-60 drug combinations with 297,098 pairs across 59 cell lines. (1) Drug 1: CC1=C2C(C(=O)C3(C(CC4C(C3C(C(C2(C)C)(CC1OC(=O)C(C(C5=CC=CC=C5)NC(=O)OC(C)(C)C)O)O)OC(=O)C6=CC=CC=C6)(CO4)OC(=O)C)OC)C)OC. Drug 2: CC1=CC=C(C=C1)C2=CC(=NN2C3=CC=C(C=C3)S(=O)(=O)N)C(F)(F)F. Cell line: BT-549. Synergy scores: CSS=62.3, Synergy_ZIP=6.93, Synergy_Bliss=9.07, Synergy_Loewe=-21.5, Synergy_HSA=9.30. (2) Drug 1: CC(C)(C#N)C1=CC(=CC(=C1)CN2C=NC=N2)C(C)(C)C#N. Drug 2: C(CN)CNCCSP(=O)(O)O. Cell line: SK-MEL-5. Synergy scores: CSS=-0.511, Synergy_ZIP=-0.605, Synergy_Bliss=-3.11, Synergy_Loewe=-0.289, Synergy_HSA=-2.76. (3) Drug 1: CN1C(=O)N2C=NC(=C2N=N1)C(=O)N. Drug 2: CCN(CC)CCCC(C)NC1=C2C=C(C=CC2=NC3=C1C=CC(=C3)Cl)OC. Cell line: SN12C. Synergy scores: CSS=5.08, Synergy_ZIP=-4.72, Synergy_Bliss=4.75, Synergy_Loewe=-3.88, Synergy_HSA=0.797. (4) Drug 1: CCC(=C(C1=CC=CC=C1)C2=CC=C(C=C2)OCCN(C)C)C3=CC=CC=C3.C(C(=O)O)C(CC(=O)O)(C(=O)O)O. Drug 2: CCCCCOC(=O)NC1=NC(=O)N(C=C1F)C2C(C(C(O2)C)O)O. Cell line: UO-31. Synergy scores: CSS=0.738, Synergy_ZIP=-0.994, Synergy_Bliss=-0.451, Synergy_Loewe=-2.57, Synergy_HSA=-2.13. (5) Drug 1: CNC(=O)C1=CC=CC=C1SC2=CC3=C(C=C2)C(=NN3)C=CC4=CC=CC=N4. Drug 2: CN1CCC(CC1)COC2=C(C=C3C(=C2)N=CN=C3NC4=C(C=C(C=C4)Br)F)OC. Cell line: HCT-15. Synergy scores: CSS=12.1, Synergy_ZIP=-3.10, Synergy_Bliss=1.56, Synergy_Loewe=-1.39, Synergy_HSA=0.589.